Task: Regression. Given two drug SMILES strings and cell line genomic features, predict the synergy score measuring deviation from expected non-interaction effect.. Dataset: NCI-60 drug combinations with 297,098 pairs across 59 cell lines (1) Drug 1: CC1C(C(CC(O1)OC2CC(CC3=C2C(=C4C(=C3O)C(=O)C5=C(C4=O)C(=CC=C5)OC)O)(C(=O)C)O)N)O.Cl. Drug 2: COC1=C2C(=CC3=C1OC=C3)C=CC(=O)O2. Cell line: IGROV1. Synergy scores: CSS=26.0, Synergy_ZIP=-1.30, Synergy_Bliss=4.49, Synergy_Loewe=-51.5, Synergy_HSA=4.14. (2) Drug 1: CNC(=O)C1=CC=CC=C1SC2=CC3=C(C=C2)C(=NN3)C=CC4=CC=CC=N4. Drug 2: CC1CCCC2(C(O2)CC(NC(=O)CC(C(C(=O)C(C1O)C)(C)C)O)C(=CC3=CSC(=N3)C)C)C. Cell line: HT29. Synergy scores: CSS=15.0, Synergy_ZIP=6.52, Synergy_Bliss=12.3, Synergy_Loewe=6.00, Synergy_HSA=10.0. (3) Synergy scores: CSS=3.53, Synergy_ZIP=-0.352, Synergy_Bliss=1.52, Synergy_Loewe=0.621, Synergy_HSA=1.74. Cell line: SF-295. Drug 2: CCCCCOC(=O)NC1=NC(=O)N(C=C1F)C2C(C(C(O2)C)O)O. Drug 1: CN1CCC(CC1)COC2=C(C=C3C(=C2)N=CN=C3NC4=C(C=C(C=C4)Br)F)OC. (4) Drug 1: CC(CN1CC(=O)NC(=O)C1)N2CC(=O)NC(=O)C2. Drug 2: C1CN(CCN1C(=O)CCBr)C(=O)CCBr. Cell line: A549. Synergy scores: CSS=41.5, Synergy_ZIP=-6.87, Synergy_Bliss=-3.45, Synergy_Loewe=0.277, Synergy_HSA=3.31. (5) Drug 1: CC1=C(C=C(C=C1)NC(=O)C2=CC=C(C=C2)CN3CCN(CC3)C)NC4=NC=CC(=N4)C5=CN=CC=C5. Drug 2: C1CN(CCN1C(=O)CCBr)C(=O)CCBr. Cell line: K-562. Synergy scores: CSS=49.7, Synergy_ZIP=-3.73, Synergy_Bliss=-6.67, Synergy_Loewe=-16.6, Synergy_HSA=-5.07. (6) Synergy scores: CSS=10.2, Synergy_ZIP=-3.49, Synergy_Bliss=6.01, Synergy_Loewe=-13.4, Synergy_HSA=4.84. Cell line: HCC-2998. Drug 1: CC1C(C(CC(O1)OC2CC(CC3=C2C(=C4C(=C3O)C(=O)C5=C(C4=O)C(=CC=C5)OC)O)(C(=O)C)O)N)O.Cl. Drug 2: C1CNP(=O)(OC1)N(CCCl)CCCl.